This data is from Catalyst prediction with 721,799 reactions and 888 catalyst types from USPTO. The task is: Predict which catalyst facilitates the given reaction. (1) Reactant: [N:1]1[C:9]([NH2:10])=[C:8]2[C:4]([N:5]=[CH:6][NH:7]2)=[N:3][CH:2]=1.[Br:11]Br. Product: [Br:11][C:6]1[NH:5][C:4]2[C:8]([N:7]=1)=[C:9]([NH2:10])[N:1]=[CH:2][N:3]=2. The catalyst class is: 6. (2) Reactant: C(OC(=O)C)(=[O:3])C.[CH2:8]([S:13][C:14]1[CH:19]=[CH:18][N+:17]([O-])=[CH:16][C:15]=1[CH3:21])[CH2:9][CH2:10][CH2:11][CH3:12].C(OCC)(=O)C. Product: [CH2:8]([S:13][C:14]1[CH:19]=[CH:18][NH:17][C:16](=[O:3])[C:15]=1[CH3:21])[CH2:9][CH2:10][CH2:11][CH3:12]. The catalyst class is: 5. (3) Reactant: [Cl:1][C:2]1[CH:3]=[CH:4][C:5]2[N:11](CC3C=CC(OC)=CC=3OC)[C:10](=[O:23])[C@@H:9]([CH2:24][C:25]3[O:26][C:27]([CH2:30][CH2:31][CH2:32][C:33]([O:35][CH3:36])=[O:34])=[CH:28][N:29]=3)[O:8][C@H:7]([C:37]3[CH:42]=[CH:41][CH:40]=[C:39]([O:43][CH3:44])[C:38]=3[O:45][CH3:46])[C:6]=2[CH:47]=1.[N+]([O-])([O-])=O.[Ce+4].[NH4+].[NH4+].[N+]([O-])([O-])=O.[N+]([O-])([O-])=O.[N+]([O-])([O-])=O.[N+]([O-])([O-])=O.[N+]([O-])([O-])=O.C(=O)([O-])O.[Na+]. Product: [Cl:1][C:2]1[CH:3]=[CH:4][C:5]2[NH:11][C:10](=[O:23])[C@@H:9]([CH2:24][C:25]3[O:26][C:27]([CH2:30][CH2:31][CH2:32][C:33]([O:35][CH3:36])=[O:34])=[CH:28][N:29]=3)[O:8][C@H:7]([C:37]3[CH:42]=[CH:41][CH:40]=[C:39]([O:43][CH3:44])[C:38]=3[O:45][CH3:46])[C:6]=2[CH:47]=1. The catalyst class is: 95. (4) Reactant: [C:1]([C:5]1[N:9]([CH2:10][CH:11]2[CH2:16][CH2:15][C:14]([F:18])([F:17])[CH2:13][CH2:12]2)[C:8]2[CH:19]=[CH:20][C:21]([NH2:23])=[CH:22][C:7]=2[N:6]=1)([CH3:4])([CH3:3])[CH3:2].[CH:24]1([S:27](Cl)(=[O:29])=[O:28])[CH2:26][CH2:25]1.C(O)(C(F)(F)F)=O. Product: [C:1]([C:5]1[N:9]([CH2:10][CH:11]2[CH2:16][CH2:15][C:14]([F:18])([F:17])[CH2:13][CH2:12]2)[C:8]2[CH:19]=[CH:20][C:21]([NH:23][S:27]([CH:24]3[CH2:26][CH2:25]3)(=[O:29])=[O:28])=[CH:22][C:7]=2[N:6]=1)([CH3:4])([CH3:2])[CH3:3]. The catalyst class is: 79.